Dataset: Catalyst prediction with 721,799 reactions and 888 catalyst types from USPTO. Task: Predict which catalyst facilitates the given reaction. (1) Reactant: Cl[CH2:2][CH2:3][O:4][C:5]1[CH:14]=[C:13]2[C:8]([C:9]([NH:17][C:18]3[CH:23]=[CH:22][C:21]([O:24][C:25]4[CH:30]=[CH:29][CH:28]=[CH:27][CH:26]=4)=[CH:20][CH:19]=3)=[C:10]([C:15]#[N:16])[CH:11]=[N:12]2)=[CH:7][C:6]=1[O:31][CH3:32].[N:33]1([CH:39]2[CH2:44][CH2:43][NH:42][CH2:41][CH2:40]2)[CH2:38][CH2:37][CH2:36][CH2:35][CH2:34]1.[I-].[Na+]. Product: [N:33]1([CH:39]2[CH2:44][CH2:43][N:42]([CH2:2][CH2:3][O:4][C:5]3[CH:14]=[C:13]4[C:8]([C:9]([NH:17][C:18]5[CH:23]=[CH:22][C:21]([O:24][C:25]6[CH:30]=[CH:29][CH:28]=[CH:27][CH:26]=6)=[CH:20][CH:19]=5)=[C:10]([C:15]#[N:16])[CH:11]=[N:12]4)=[CH:7][C:6]=3[O:31][CH3:32])[CH2:41][CH2:40]2)[CH2:38][CH2:37][CH2:36][CH2:35][CH2:34]1. The catalyst class is: 57. (2) Reactant: [C:1]([C:3]1[CH:8]=[CH:7][CH:6]=[CH:5][C:4]=1[C:9]1[CH:14]=[CH:13][C:12]([CH2:15][N:16]2[C:24]3[C:19](=[CH:20][C:21]([C:25]([NH:27][C@H:28]([C:30]4[CH:35]=[CH:34][CH:33]=[C:32]([CH:36]([CH3:38])[CH3:37])[CH:31]=4)[CH3:29])=[O:26])=[CH:22][CH:23]=3)[C:18]([CH3:39])=[C:17]2[CH3:40])=[CH:11][CH:10]=1)#[N:2].[N:41]([Si](C)(C)C)=[N+:42]=[N-:43].C([Sn](CCCC)=O)CCC. Product: [N:2]1[NH:41][N:42]=[N:43][C:1]=1[C:3]1[CH:8]=[CH:7][CH:6]=[CH:5][C:4]=1[C:9]1[CH:10]=[CH:11][C:12]([CH2:15][N:16]2[C:24]3[C:19](=[CH:20][C:21]([C:25]([NH:27][C@H:28]([C:30]4[CH:35]=[CH:34][CH:33]=[C:32]([CH:36]([CH3:37])[CH3:38])[CH:31]=4)[CH3:29])=[O:26])=[CH:22][CH:23]=3)[C:18]([CH3:39])=[C:17]2[CH3:40])=[CH:13][CH:14]=1. The catalyst class is: 11. (3) Reactant: Cl[C:2]1[CH:7]=[CH:6][C:5]([O:8][C:9]2[CH:14]=[CH:13][C:12]([F:15])=[C:11]([F:16])[CH:10]=2)=[CH:4][N:3]=1.[CH3:17][N:18]1[CH2:23][CH2:22][N:21]([C:24]2[CH:25]=[C:26]([CH:28]=[CH:29][CH:30]=2)[NH2:27])[CH2:20][CH2:19]1.C1(P(C2C=CC=CC=2)C2C3OC4C(=CC=CC=4P(C4C=CC=CC=4)C4C=CC=CC=4)C(C)(C)C=3C=CC=2)C=CC=CC=1.C(=O)([O-])[O-].[Cs+].[Cs+]. Product: [F:16][C:11]1[CH:10]=[C:9]([CH:14]=[CH:13][C:12]=1[F:15])[O:8][C:5]1[CH:6]=[CH:7][C:2]([NH:27][C:26]2[CH:28]=[CH:29][CH:30]=[C:24]([N:21]3[CH2:20][CH2:19][N:18]([CH3:17])[CH2:23][CH2:22]3)[CH:25]=2)=[N:3][CH:4]=1. The catalyst class is: 155. (4) Reactant: FC(F)(F)S(O[C:7]1[CH:15]=[CH:14][C:13]([C:16]2[N:17]([C:42]([O:44][C:45]([CH3:48])([CH3:47])[CH3:46])=[O:43])[C:18]3[C:23]([CH:24]=2)=[CH:22][C:21]([CH2:25][N:26]2[CH2:31][CH2:30][N:29]([CH2:32][CH2:33][O:34][Si:35]([C:38]([CH3:41])([CH3:40])[CH3:39])([CH3:37])[CH3:36])[CH2:28][CH2:27]2)=[CH:20][CH:19]=3)=[C:12]2[C:8]=1[CH2:9][NH:10][C:11]2=[O:49])(=O)=O.B1(C=C)OB([CH:58]=[CH2:59])OB(C=C)O1.C1C=CN=CC=1.C(=O)([O-])[O-].[K+].[K+].O. Product: [CH:58]([C:7]1[CH:15]=[CH:14][C:13]([C:16]2[N:17]([C:42]([O:44][C:45]([CH3:46])([CH3:47])[CH3:48])=[O:43])[C:18]3[C:23]([CH:24]=2)=[CH:22][C:21]([CH2:25][N:26]2[CH2:31][CH2:30][N:29]([CH2:32][CH2:33][O:34][Si:35]([C:38]([CH3:41])([CH3:39])[CH3:40])([CH3:37])[CH3:36])[CH2:28][CH2:27]2)=[CH:20][CH:19]=3)=[C:12]2[C:8]=1[CH2:9][NH:10][C:11]2=[O:49])=[CH2:59]. The catalyst class is: 216. (5) Reactant: N[C:2]1[S:3][CH:4]=[C:5]([C:7]([F:10])([F:9])[F:8])[N:6]=1.[BrH:11].N([O-])=O.[Na+].S([O-])(O)=O.[Na+].[OH-].[Na+]. Product: [Br:11][C:2]1[S:3][CH:4]=[C:5]([C:7]([F:10])([F:9])[F:8])[N:6]=1. The catalyst class is: 6.